From a dataset of Catalyst prediction with 721,799 reactions and 888 catalyst types from USPTO. Predict which catalyst facilitates the given reaction. (1) Reactant: Cl[C:2]1[C:11]2[C:6](=[CH:7][CH:8]=[CH:9][CH:10]=2)[N:5]=[C:4]2[N:12]([C:16]3[CH:21]=[CH:20][CH:19]=[CH:18][N:17]=3)[N:13]=[C:14]([CH3:15])[C:3]=12.O1CCCC1.[CH3:27][NH:28][CH3:29]. Product: [CH3:27][N:28]([CH3:29])[C:2]1[C:11]2[C:6](=[CH:7][CH:8]=[CH:9][CH:10]=2)[N:5]=[C:4]2[N:12]([C:16]3[CH:21]=[CH:20][CH:19]=[CH:18][N:17]=3)[N:13]=[C:14]([CH3:15])[C:3]=12. The catalyst class is: 6. (2) Reactant: [Br:1][C:2]1[C:3]([C:10]#[C:11][CH:12]([CH3:14])[CH3:13])=[N:4][C:5]([O:8][CH3:9])=[CH:6][CH:7]=1.C[N:16](C=O)C.C(=O)([O-])[O-].[K+].[K+]. Product: [Br:1][C:2]1[C:3]2[N:4]([N:16]=[C:11]([CH:12]([CH3:14])[CH3:13])[CH:10]=2)[C:5]([O:8][CH3:9])=[CH:6][CH:7]=1. The catalyst class is: 448.